This data is from NCI-60 drug combinations with 297,098 pairs across 59 cell lines. The task is: Regression. Given two drug SMILES strings and cell line genomic features, predict the synergy score measuring deviation from expected non-interaction effect. (1) Drug 1: CCC(=C(C1=CC=CC=C1)C2=CC=C(C=C2)OCCN(C)C)C3=CC=CC=C3.C(C(=O)O)C(CC(=O)O)(C(=O)O)O. Drug 2: C(=O)(N)NO. Cell line: HCT116. Synergy scores: CSS=6.90, Synergy_ZIP=6.07, Synergy_Bliss=9.10, Synergy_Loewe=0.378, Synergy_HSA=2.91. (2) Drug 1: CNC(=O)C1=NC=CC(=C1)OC2=CC=C(C=C2)NC(=O)NC3=CC(=C(C=C3)Cl)C(F)(F)F. Drug 2: C1=NNC2=C1C(=O)NC=N2. Cell line: BT-549. Synergy scores: CSS=-5.74, Synergy_ZIP=3.19, Synergy_Bliss=-0.595, Synergy_Loewe=-6.29, Synergy_HSA=-6.37.